From a dataset of Catalyst prediction with 721,799 reactions and 888 catalyst types from USPTO. Predict which catalyst facilitates the given reaction. (1) Reactant: C([O:8][C:9]1[CH:14]=[CH:13][N:12]([CH2:15][C:16]2[CH:21]=[CH:20][CH:19]=[C:18]([F:22])[CH:17]=2)[C:11](=[O:23])[CH:10]=1)C1C=CC=CC=1. Product: [F:22][C:18]1[CH:17]=[C:16]([CH:21]=[CH:20][CH:19]=1)[CH2:15][N:12]1[CH:13]=[CH:14][C:9]([OH:8])=[CH:10][C:11]1=[O:23]. The catalyst class is: 50. (2) Reactant: [OH-].[Na+].F[CH:4](F)[O:5][C:6]1[CH:7]=[C:8](/[C:16](/[CH3:23])=[CH:17]/[C:18]([O:20]CC)=[O:19])[CH:9]=[CH:10][C:11]=1[O:12][CH:13](F)F. Product: [CH3:4][O:5][C:6]1[CH:7]=[C:8](/[C:16](/[CH3:23])=[CH:17]/[C:18]([OH:20])=[O:19])[CH:9]=[CH:10][C:11]=1[O:12][CH3:13]. The catalyst class is: 14. (3) Reactant: [CH3:1][O:2][C:3]1[CH:8]=[CH:7][C:6]([C@@H:9]([NH2:11])[CH3:10])=[CH:5][CH:4]=1.[CH:12]1[N:17]=[C:16](Cl)[C:15]2[N:19]=[CH:20][N:21]([C@@H:22]3[O:26][C@H:25]([CH2:27][OH:28])[C@@H:24]([OH:29])[C@H:23]3[OH:30])[C:14]=2[N:13]=1. Product: [CH3:1][O:2][C:3]1[CH:8]=[CH:7][C:6]([C@@H:9]([NH:11][C:16]2[C:15]3[N:19]=[CH:20][N:21]([C:14]=3[N:13]=[CH:12][N:17]=2)[C@@H:22]2[O:26][C@H:25]([CH2:27][OH:28])[C@@H:24]([OH:29])[C@H:23]2[OH:30])[CH3:10])=[CH:5][CH:4]=1. The catalyst class is: 259. (4) Product: [N:1]1([C:13]2[CH:19]=[CH:18][C:16]([NH:17][C:21]3[C:26]([N+:27]([O-:29])=[O:28])=[CH:25][CH:24]=[CH:23][N:22]=3)=[CH:15][CH:14]=2)[C:5]2=[N:6][C:7]3[CH:12]=[CH:11][CH:10]=[CH:9][C:8]=3[N:4]2[CH2:3][CH2:2]1. Reactant: [N:1]1([C:13]2[CH:19]=[CH:18][C:16]([NH2:17])=[CH:15][CH:14]=2)[C:5]2=[N:6][C:7]3[CH:12]=[CH:11][CH:10]=[CH:9][C:8]=3[N:4]2[CH2:3][CH2:2]1.Cl[C:21]1[C:26]([N+:27]([O-:29])=[O:28])=[CH:25][CH:24]=[CH:23][N:22]=1. The catalyst class is: 179. (5) Reactant: C([O-])=O.[NH4+:4].[C:5]1([CH:11]2[CH2:16][CH2:15][C:14](=O)[CH2:13][CH2:12]2)[CH:10]=[CH:9][CH:8]=[CH:7][CH:6]=1.C(O)(=O)C. Product: [C:5]1([C@@H:11]2[CH2:16][CH2:15][C@H:14]([NH2:4])[CH2:13][CH2:12]2)[CH:10]=[CH:9][CH:8]=[CH:7][CH:6]=1. The catalyst class is: 5.